From a dataset of NCI-60 drug combinations with 297,098 pairs across 59 cell lines. Regression. Given two drug SMILES strings and cell line genomic features, predict the synergy score measuring deviation from expected non-interaction effect. Drug 1: C#CCC(CC1=CN=C2C(=N1)C(=NC(=N2)N)N)C3=CC=C(C=C3)C(=O)NC(CCC(=O)O)C(=O)O. Drug 2: CC(C)CN1C=NC2=C1C3=CC=CC=C3N=C2N. Cell line: A498. Synergy scores: CSS=-0.467, Synergy_ZIP=0.354, Synergy_Bliss=-0.191, Synergy_Loewe=-0.199, Synergy_HSA=-1.10.